This data is from Peptide-MHC class II binding affinity with 134,281 pairs from IEDB. The task is: Regression. Given a peptide amino acid sequence and an MHC pseudo amino acid sequence, predict their binding affinity value. This is MHC class II binding data. (1) The peptide sequence is IRNPLSRNSTHEMYY. The MHC is HLA-DQA10201-DQB10303 with pseudo-sequence HLA-DQA10201-DQB10303. The binding affinity (normalized) is 0. (2) The peptide sequence is LNYMSPHHKKLAQAV. The MHC is DRB3_0301 with pseudo-sequence DRB3_0301. The binding affinity (normalized) is 0.351. (3) The peptide sequence is TVEKWLACGVDNFCV. The MHC is HLA-DQA10501-DQB10303 with pseudo-sequence HLA-DQA10501-DQB10303. The binding affinity (normalized) is 0.240. (4) The peptide sequence is DKYFKNHTSPDVDLG. The MHC is DRB1_0101 with pseudo-sequence DRB1_0101. The binding affinity (normalized) is 0.620. (5) The peptide sequence is QEPFKNLKTGKYAKM. The MHC is DRB1_1501 with pseudo-sequence DRB1_1501. The binding affinity (normalized) is 0.644. (6) The peptide sequence is APYVAWMRATAIQAE. The MHC is HLA-DQA10501-DQB10201 with pseudo-sequence HLA-DQA10501-DQB10201. The binding affinity (normalized) is 0.700. (7) The peptide sequence is TRKIMKVVNRWLFRH. The MHC is DRB1_1301 with pseudo-sequence DRB1_1301. The binding affinity (normalized) is 0.834.